From a dataset of Catalyst prediction with 721,799 reactions and 888 catalyst types from USPTO. Predict which catalyst facilitates the given reaction. (1) Reactant: [C:1]([C:3]1[O:4][C:5]2[C:11]([O:12][CH3:13])=[CH:10][CH:9]=[CH:8][C:6]=2[CH:7]=1)#N.CC(C[AlH]CC(C)C)C.C[OH:24].Cl. Product: [CH3:13][O:12][C:11]1[C:5]2[O:4][C:3]([CH:1]=[O:24])=[CH:7][C:6]=2[CH:8]=[CH:9][CH:10]=1. The catalyst class is: 426. (2) Reactant: [C:1]([NH:4][C@@H:5]1[C@@H:10]([NH2:11])[CH2:9][C:8]([C:12]([NH:14][C@@H:15]([CH2:20][CH2:21][CH2:22][CH2:23][NH:24][C:25](=[O:47])[CH2:26][CH2:27]/[CH:28]=[CH:29]\[CH2:30]/[CH:31]=[CH:32]\[CH2:33]/[CH:34]=[CH:35]\[CH2:36]/[CH:37]=[CH:38]\[CH2:39]/[CH:40]=[CH:41]\[CH2:42]/[CH:43]=[CH:44]\[CH2:45][CH3:46])[C:16]([O:18]C)=[O:17])=[O:13])=[CH:7][C@H:6]1[O:48][CH:49]([CH2:52][CH3:53])[CH2:50][CH3:51])(=[O:3])[CH3:2].[OH-].[Na+].Cl. Product: [C:1]([NH:4][C@@H:5]1[C@@H:10]([NH2:11])[CH2:9][C:8]([C:12]([NH:14][C@@H:15]([CH2:20][CH2:21][CH2:22][CH2:23][NH:24][C:25](=[O:47])[CH2:26][CH2:27]/[CH:28]=[CH:29]\[CH2:30]/[CH:31]=[CH:32]\[CH2:33]/[CH:34]=[CH:35]\[CH2:36]/[CH:37]=[CH:38]\[CH2:39]/[CH:40]=[CH:41]\[CH2:42]/[CH:43]=[CH:44]\[CH2:45][CH3:46])[C:16]([OH:18])=[O:17])=[O:13])=[CH:7][C@H:6]1[O:48][CH:49]([CH2:50][CH3:51])[CH2:52][CH3:53])(=[O:3])[CH3:2]. The catalyst class is: 1. (3) Reactant: [NH:1]1[CH:5]=[CH:4][N:3]=[C:2]1[CH2:6][N:7]1[CH2:12][CH2:11][CH2:10][C@H:9]([NH:13][C:14]2[C:19]([F:20])=[CH:18][N:17]=[C:16]([C:21]3[C:29]4[C:24](=[N:25][CH:26]=[C:27]([Cl:30])[CH:28]=4)[N:23](S(C4C=CC(C)=CC=4)(=O)=O)[CH:22]=3)[N:15]=2)[CH2:8]1.[Li+].[OH-]. Product: [NH:3]1[CH:4]=[CH:5][N:1]=[C:2]1[CH2:6][N:7]1[CH2:12][CH2:11][CH2:10][C@H:9]([NH:13][C:14]2[C:19]([F:20])=[CH:18][N:17]=[C:16]([C:21]3[C:29]4[C:24](=[N:25][CH:26]=[C:27]([Cl:30])[CH:28]=4)[NH:23][CH:22]=3)[N:15]=2)[CH2:8]1. The catalyst class is: 220. (4) The catalyst class is: 1. Product: [C:11]1([N:10]([C:17]2[CH:22]=[CH:21][CH:20]=[CH:19][CH:18]=2)[C:9]2[CH:8]=[C:7]([B:26]3[O:29][CH2:30][CH2:28][O:27]3)[CH:25]=[CH:24][CH:23]=2)[CH:12]=[CH:13][CH:14]=[CH:15][CH:16]=1. Reactant: [Mg].BrCCBr.Br[C:7]1[CH:8]=[C:9]([CH:23]=[CH:24][CH:25]=1)[N:10]([C:17]1[CH:22]=[CH:21][CH:20]=[CH:19][CH:18]=1)[C:11]1[CH:16]=[CH:15][CH:14]=[CH:13][CH:12]=1.[B:26](OC)([O:29][CH3:30])[O:27][CH3:28]. (5) Reactant: [Cl-].[Cl-].[Cl-].[Al+3].[C:5]1([CH3:16])[CH:10]=[CH:9][CH:8]=[CH:7][C:6]=1[O:11]C(=O)CC. Product: [OH:11][C:6]1[CH:7]=[CH:8][C:9]([C:6](=[O:11])[CH2:5][CH3:10])=[CH:10][C:5]=1[CH3:16]. The catalyst class is: 463. (6) Reactant: [S:1]1[C:5]([CH:6]=O)=[CH:4][C:3]2[CH:8]=[CH:9][CH:10]=[CH:11][C:2]1=2.[CH2:12]([O:15][C:16](=[O:28])[NH:17][C:18]1[CH:23]=[CH:22][C:21]([NH2:24])=[CH:20][C:19]=1[N+:25]([O-])=O)[CH2:13][CH3:14].[BH3-]C#N.[Na+].CC(O)=O.O.[Cl-].[Na+].O.[O-]S(S([O-])=O)=O.[Na+].[Na+]. The catalyst class is: 47. Product: [CH2:12]([O:15][C:16](=[O:28])[NH:17][C:18]1[CH:23]=[CH:22][C:21]([NH:24][CH2:6][C:5]2[S:1][C:2]3[CH:11]=[CH:10][CH:9]=[CH:8][C:3]=3[CH:4]=2)=[CH:20][C:19]=1[NH2:25])[CH2:13][CH3:14].